Dataset: Peptide-MHC class II binding affinity with 134,281 pairs from IEDB. Task: Regression. Given a peptide amino acid sequence and an MHC pseudo amino acid sequence, predict their binding affinity value. This is MHC class II binding data. (1) The peptide sequence is VMAYVGIKLGDKG. The MHC is HLA-DQA10101-DQB10501 with pseudo-sequence HLA-DQA10101-DQB10501. The binding affinity (normalized) is 0.284. (2) The peptide sequence is SEELRSLYNTVATLYCVHQ. The MHC is HLA-DQA10102-DQB10602 with pseudo-sequence HLA-DQA10102-DQB10602. The binding affinity (normalized) is 0.419.